Dataset: Full USPTO retrosynthesis dataset with 1.9M reactions from patents (1976-2016). Task: Predict the reactants needed to synthesize the given product. (1) The reactants are: [F:1][C:2]([F:40])([F:39])[C:3]([CH2:35][N+:36]([O-])=O)([C:26]1[CH:31]=[C:30]([Cl:32])[C:29]([Cl:33])=[C:28]([Cl:34])[CH:27]=1)[CH2:4][C:5]([C:7]1[CH:8]=[C:9]2[C:13](=[CH:14][CH:15]=1)[C:12]1([CH2:18][N:17]([C:19]([O:21][C:22]([CH3:25])([CH3:24])[CH3:23])=[O:20])[CH2:16]1)[O:11][CH2:10]2)=O. Given the product [Cl:34][C:28]1[CH:27]=[C:26]([C:3]2([C:2]([F:40])([F:39])[F:1])[CH2:4][C:5]([C:7]3[CH:8]=[C:9]4[C:13](=[CH:14][CH:15]=3)[C:12]3([CH2:16][N:17]([C:19]([O:21][C:22]([CH3:25])([CH3:23])[CH3:24])=[O:20])[CH2:18]3)[O:11][CH2:10]4)=[N:36][CH2:35]2)[CH:31]=[C:30]([Cl:32])[C:29]=1[Cl:33], predict the reactants needed to synthesize it. (2) The reactants are: Cl[C:2]1[N:3]=[C:4]2[CH:23]=[C:22]([Cl:24])[CH:21]=[N:20][C:5]2=[N:6][C:7]=1[N:8]1[CH2:11][CH:10]([NH:12][C:13](=[O:19])[O:14][C:15]([CH3:18])([CH3:17])[CH3:16])[CH2:9]1.O.[NH2:26][NH2:27]. Given the product [Cl:24][C:22]1[CH:21]=[N:20][C:5]2=[N:6][C:7]([N:8]3[CH2:11][CH:10]([NH:12][C:13](=[O:19])[O:14][C:15]([CH3:18])([CH3:17])[CH3:16])[CH2:9]3)=[C:2]([NH:26][NH2:27])[N:3]=[C:4]2[CH:23]=1, predict the reactants needed to synthesize it.